This data is from Forward reaction prediction with 1.9M reactions from USPTO patents (1976-2016). The task is: Predict the product of the given reaction. (1) Given the reactants [OH:1][CH2:2][C@@H:3]([C@H:5]([C@@H:7]([C@@H:9]([CH2:11][OH:12])[OH:10])[OH:8])[OH:6])[OH:4].OCC([C@H]([C@@H]([C@H](CO)O)O)O)=O, predict the reaction product. The product is: [OH:8][C:7]1[C@@H:5]([C@@H:3]([OH:4])[CH2:2][OH:1])[O:6][C:11](=[O:12])[C:9]=1[OH:10]. (2) Given the reactants [N:1]1[CH:6]=[CH:5][C:4]([C:7]2[CH:11]=[N:10][NH:9][C:8]=2[C:12]2[CH:29]=[CH:28][C:15]([O:16][CH2:17][C:18]3[CH:27]=[CH:26][C:25]4[C:20](=[CH:21][CH:22]=[CH:23][CH:24]=4)[N:19]=3)=[CH:14][CH:13]=2)=[CH:3][CH:2]=1.C(=O)([O-])[O-].[Cs+].[Cs+].I[CH:37]([CH3:39])[CH3:38].O, predict the reaction product. The product is: [CH:37]([N:10]1[CH:11]=[C:7]([C:4]2[CH:3]=[CH:2][N:1]=[CH:6][CH:5]=2)[C:8]([C:12]2[CH:13]=[CH:14][C:15]([O:16][CH2:17][C:18]3[CH:27]=[CH:26][C:25]4[C:20](=[CH:21][CH:22]=[CH:23][CH:24]=4)[N:19]=3)=[CH:28][CH:29]=2)=[N:9]1)([CH3:39])[CH3:38]. (3) Given the reactants [CH:1]1([CH2:4][O:5][C:6]2[CH:7]=[CH:8][C:9]3[N:10]([N:12]=[C:13]([C:16]4[CH:33]=[CH:32][C:19]([O:20][CH2:21][C@@H:22]([NH:24][C:25](=O)[O:26]C(C)(C)C)[CH3:23])=[CH:18][C:17]=4[F:34])[C:14]=3[F:15])[CH:11]=2)[CH2:3][CH2:2]1.Cl.[C:36](OCC)(=O)C, predict the reaction product. The product is: [CH:1]1([CH2:4][O:5][C:6]2[CH:7]=[CH:8][C:9]3[N:10]([N:12]=[C:13]([C:16]4[CH:33]=[CH:32][C:19]([O:20][CH2:21][C@@H:22]([NH:24][C:25](=[O:26])[CH3:36])[CH3:23])=[CH:18][C:17]=4[F:34])[C:14]=3[F:15])[CH:11]=2)[CH2:3][CH2:2]1. (4) Given the reactants [C:1]([N:4]1[CH2:9][CH2:8][CH2:7][CH:6]([C:10]2[N:15]=[C:14]([C:16]3[CH:25]=[CH:24][C:19]([C:20]([O:22]C)=[O:21])=[C:18]([F:26])[CH:17]=3)[C:13]([NH2:27])=[N:12][CH:11]=2)[CH2:5]1)(=[O:3])[CH3:2].[Li+].[OH-].Cl, predict the reaction product. The product is: [C:1]([N:4]1[CH2:9][CH2:8][CH2:7][CH:6]([C:10]2[N:15]=[C:14]([C:16]3[CH:25]=[CH:24][C:19]([C:20]([OH:22])=[O:21])=[C:18]([F:26])[CH:17]=3)[C:13]([NH2:27])=[N:12][CH:11]=2)[CH2:5]1)(=[O:3])[CH3:2]. (5) Given the reactants [CH2:1]([O:3][CH:4]([O:23][CH2:24][CH3:25])[C:5]1[O:13][C:12]2[C:11]([C:14]3[CH:19]=[CH:18][CH:17]=[C:16]([N+:20]([O-])=O)[CH:15]=3)=[CH:10][N:9]=[CH:8][C:7]=2[CH:6]=1)[CH3:2], predict the reaction product. The product is: [CH2:24]([O:23][CH:4]([O:3][CH2:1][CH3:2])[C:5]1[O:13][C:12]2[C:11]([C:14]3[CH:15]=[C:16]([CH:17]=[CH:18][CH:19]=3)[NH2:20])=[CH:10][N:9]=[CH:8][C:7]=2[CH:6]=1)[CH3:25].